The task is: Predict which catalyst facilitates the given reaction.. This data is from Catalyst prediction with 721,799 reactions and 888 catalyst types from USPTO. (1) Reactant: [C:1]([O:5][C:6]([N:8]1[CH2:13][CH2:12][CH:11]([NH:14][C:15](=[O:19])[C:16]([CH3:18])=[CH2:17])[CH2:10][CH2:9]1)=[O:7])([CH3:4])([CH3:3])[CH3:2].CN(CCN(C)C)C.[Li]CCCC.[CH:33](=[O:40])[C:34]1[CH:39]=[CH:38][CH:37]=[CH:36][CH:35]=1. Product: [C:1]([O:5][C:6]([N:8]1[CH2:13][CH2:12][CH:11]([NH:14][C:15](=[O:19])[C:16](=[CH2:18])[CH2:17][CH:33]([OH:40])[C:34]2[CH:39]=[CH:38][CH:37]=[CH:36][CH:35]=2)[CH2:10][CH2:9]1)=[O:7])([CH3:4])([CH3:3])[CH3:2]. The catalyst class is: 1. (2) Reactant: [NH:1]([C:3]([NH:8][C:9]1[CH:14]=[CH:13][C:12]([CH3:15])=[CH:11][CH:10]=1)=[CH:4][N+:5]([O-:7])=[O:6])[NH2:2].[C:16](OCC)(OCC)(OCC)[CH3:17]. Product: [CH3:16][C:17]1[N:8]([C:9]2[CH:14]=[CH:13][C:12]([CH3:15])=[CH:11][CH:10]=2)[C:3]([CH2:4][N+:5]([O-:7])=[O:6])=[N:1][N:2]=1. The catalyst class is: 14. (3) Reactant: C(N(CC)CC)C.[CH3:8][N:9]([CH3:14])[S:10](Cl)(=[O:12])=[O:11].[NH:15]1[CH2:21][CH2:20][CH2:19][CH:18]([C:22]2[N:27]=[CH:26][C:25]([NH:28][C:29]([C:31]3[CH:32]=[N:33][N:34]([C:37]4[CH:42]=[CH:41][C:40]([C:43]([F:46])([F:45])[F:44])=[CH:39][N:38]=4)[C:35]=3[CH3:36])=[O:30])=[CH:24][C:23]=2[CH3:47])[CH2:17][CH2:16]1.C(=O)(O)[O-].[Na+]. Product: [CH3:8][N:9]([CH3:14])[S:10]([N:15]1[CH2:21][CH2:20][CH2:19][CH:18]([C:22]2[N:27]=[CH:26][C:25]([NH:28][C:29]([C:31]3[CH:32]=[N:33][N:34]([C:37]4[CH:42]=[CH:41][C:40]([C:43]([F:45])([F:44])[F:46])=[CH:39][N:38]=4)[C:35]=3[CH3:36])=[O:30])=[CH:24][C:23]=2[CH3:47])[CH2:17][CH2:16]1)(=[O:12])=[O:11]. The catalyst class is: 213. (4) Reactant: [NH2:1][C:2]1[CH:7]=[CH:6][CH:5]=[CH:4][C:3]=1[NH:8][C:9]([NH:11][C:12]1[CH:17]=[CH:16][CH:15]=[CH:14][CH:13]=1)=[O:10].C(N(CC)CC)C.[CH3:25][O:26][C:27]1[CH:32]=[CH:31][C:30]([S:33](Cl)(=[O:35])=[O:34])=[CH:29][CH:28]=1. Product: [CH3:25][O:26][C:27]1[CH:28]=[CH:29][C:30]([S:33]([NH:1][C:2]2[CH:7]=[CH:6][CH:5]=[CH:4][C:3]=2[NH:8][C:9]([NH:11][C:12]2[CH:17]=[CH:16][CH:15]=[CH:14][CH:13]=2)=[O:10])(=[O:35])=[O:34])=[CH:31][CH:32]=1. The catalyst class is: 13. (5) Reactant: CCN(CC)CC.C(O)=O.[O:11]=[C:12]([C:16]1[CH:21]=[CH:20][CH:19]=[C:18]([O:22][CH2:23][CH:24]2[CH2:29][CH2:28][O:27][CH2:26][CH2:25]2)[CH:17]=1)[CH2:13][C:14]#[N:15]. Product: [OH:11][C@@H:12]([C:16]1[CH:21]=[CH:20][CH:19]=[C:18]([O:22][CH2:23][CH:24]2[CH2:29][CH2:28][O:27][CH2:26][CH2:25]2)[CH:17]=1)[CH2:13][C:14]#[N:15]. The catalyst class is: 161. (6) Reactant: C(=O)([O-])O.[Na+].Cl.[NH2:7][OH:8].[CH3:9][C:10]1[N:15]=[C:14]([C:16]#[N:17])[C:13]([CH3:18])=[C:12]([C:19]2[CH:24]=[CH:23][CH:22]=[CH:21][CH:20]=2)[N:11]=1. Product: [CH3:9][C:10]1[N:15]=[C:14]([C:16](=[N:7][OH:8])[NH2:17])[C:13]([CH3:18])=[C:12]([C:19]2[CH:24]=[CH:23][CH:22]=[CH:21][CH:20]=2)[N:11]=1. The catalyst class is: 8.